From a dataset of Forward reaction prediction with 1.9M reactions from USPTO patents (1976-2016). Predict the product of the given reaction. (1) Given the reactants [CH:1]1([S:7](Cl)(=[O:9])=[O:8])[CH2:6][CH2:5][CH2:4][CH2:3][CH2:2]1.[NH3:11], predict the reaction product. The product is: [CH:1]1([S:7]([NH2:11])(=[O:9])=[O:8])[CH2:6][CH2:5][CH2:4][CH2:3][CH2:2]1. (2) Given the reactants Cl[C:2]1[CH:3]=[N:4][CH:5]=[CH:6][C:7]=1[C:8]([NH:10][C:11]1[CH:16]=[CH:15][C:14]([Cl:17])=[CH:13][CH:12]=1)=[O:9].[N:18]1[CH:23]=[CH:22][C:21]([N:24]2[CH2:29][CH2:28][CH:27]([CH2:30][NH2:31])[CH2:26][CH2:25]2)=[CH:20][CH:19]=1.S, predict the reaction product. The product is: [Cl:17][C:14]1[CH:15]=[CH:16][C:11]([NH:10][C:8]([C:7]2[CH:6]=[CH:5][N:4]=[CH:3][C:2]=2[NH:31][CH2:30][CH:27]2[CH2:26][CH2:25][N:24]([C:21]3[CH:22]=[CH:23][N:18]=[CH:19][CH:20]=3)[CH2:29][CH2:28]2)=[O:9])=[CH:12][CH:13]=1. (3) Given the reactants [CH3:1][C:2]([NH:17]C(=O)C(F)(F)F)([CH3:16])[CH2:3][C:4]1[CH:9]=[CH:8][C:7]([C:10]2[N:11]=[C:12]([CH3:15])[S:13][CH:14]=2)=[CH:6][CH:5]=1.[OH-].[Na+], predict the reaction product. The product is: [CH3:16][C:2]([NH2:17])([CH3:1])[CH2:3][C:4]1[CH:9]=[CH:8][C:7]([C:10]2[N:11]=[C:12]([CH3:15])[S:13][CH:14]=2)=[CH:6][CH:5]=1. (4) Given the reactants Cl[C:2]1[N:11]=[C:10](Cl)[C:9]2[C:4](=[CH:5][CH:6]=[CH:7][CH:8]=2)[N:3]=1.[NH2:13][C:14]1[CH:21]=[CH:20][C:17]([CH2:18][NH2:19])=[CH:16][CH:15]=1.[Cl:22][C:23]1[CH:24]=[C:25]([CH:29]=[CH:30][N:31]=1)[C:26](Cl)=[O:27].[CH3:32][NH2:33], predict the reaction product. The product is: [Cl:22][C:23]1[CH:24]=[C:25]([CH:29]=[CH:30][N:31]=1)[C:26]([NH:13][C:14]1[CH:21]=[CH:20][C:17]([CH2:18][NH:19][C:10]2[C:9]3[C:4](=[CH:5][CH:6]=[CH:7][CH:8]=3)[N:3]=[C:2]([NH:33][CH3:32])[N:11]=2)=[CH:16][CH:15]=1)=[O:27]. (5) The product is: [CH2:47]([N:54]1[CH2:59][CH2:58][N:57]([C:44]([C:27]2[N:28]=[C:29]3[C:34]([C:35]([F:37])([F:36])[F:38])=[CH:33][C:32]([C:39]4[O:40][CH:41]=[CH:42][CH:43]=4)=[CH:31][N:30]3[C:26]=2[Cl:25])=[O:45])[CH2:56][CH2:55]1)[C:48]1[CH:49]=[CH:50][CH:51]=[CH:52][CH:53]=1. Given the reactants CN(C(ON1N=NC2C=CC=NC1=2)=[N+](C)C)C.F[P-](F)(F)(F)(F)F.[Cl:25][C:26]1[N:30]2[CH:31]=[C:32]([C:39]3[O:40][CH:41]=[CH:42][CH:43]=3)[CH:33]=[C:34]([C:35]([F:38])([F:37])[F:36])[C:29]2=[N:28][C:27]=1[C:44](O)=[O:45].[CH2:47]([N:54]1[CH2:59][CH2:58][NH:57][CH2:56][CH2:55]1)[C:48]1[CH:53]=[CH:52][CH:51]=[CH:50][CH:49]=1, predict the reaction product. (6) Given the reactants COCOC1C=C([C@@H](N2CC[C@H](OCOC)C2)CO)C=CC=1.[CH3:23][O:24][CH2:25][O:26][C:27]1[CH:28]=[C:29]([C@H:33](O)[CH2:34][N:35]2[CH2:39][CH2:38][C@H:37]([O:40][CH2:41][O:42][CH3:43])[CH2:36]2)[CH:30]=[CH:31][CH:32]=1.[CH3:45][NH:46][C:47]1[CH:56]=[CH:55][C:50]([C:51]([O:53][CH3:54])=[O:52])=[CH:49][CH:48]=1, predict the reaction product. The product is: [CH3:54][O:53][C:51](=[O:52])[C:50]1[CH:55]=[CH:56][C:47]([N:46]([C@@H:33]([C:29]2[CH:30]=[CH:31][CH:32]=[C:27]([O:26][CH2:25][O:24][CH3:23])[CH:28]=2)[CH2:34][N:35]2[CH2:39][CH2:38][C@H:37]([O:40][CH2:41][O:42][CH3:43])[CH2:36]2)[CH3:45])=[CH:48][CH:49]=1.